Dataset: Reaction yield outcomes from USPTO patents with 853,638 reactions. Task: Predict the reaction yield, written as a fraction of the theoretical maximum amount of product (1.0 means a 100% yield; for example, 0.34 means a 34% yield). The reactants are Cl[C:2]1[C:3]([NH:8][C:9]2[CH:14]=[C:13]([CH3:15])[CH:12]=[C:11]([CH3:16])[CH:10]=2)=[N:4][CH:5]=[CH:6][N:7]=1.[CH3:17][C:18]1[CH:23]=[CH:22][CH:21]=[C:20]([CH3:24])[C:19]=1[C:25]1[CH:26]=[C:27]([CH:29]=[CH:30][CH:31]=1)[NH2:28].CC(C)([O-])C.[Na+]. The catalyst is C1(C)C=CC=CC=1.C1C=CC(/C=C/C(/C=C/C2C=CC=CC=2)=O)=CC=1.C1C=CC(/C=C/C(/C=C/C2C=CC=CC=2)=O)=CC=1.C1C=CC(/C=C/C(/C=C/C2C=CC=CC=2)=O)=CC=1.[Pd].[Pd].C1(P(C2C=CC=CC=2)C2C=CC3C(=CC=CC=3)C=2C2C3C(=CC=CC=3)C=CC=2P(C2C=CC=CC=2)C2C=CC=CC=2)C=CC=CC=1. The product is [CH3:16][C:11]1[CH:10]=[C:9]([NH:8][C:3]2[C:2]([NH:28][C:27]3[CH:29]=[CH:30][CH:31]=[C:25]([C:19]4[C:20]([CH3:24])=[CH:21][CH:22]=[CH:23][C:18]=4[CH3:17])[CH:26]=3)=[N:7][CH:6]=[CH:5][N:4]=2)[CH:14]=[C:13]([CH3:15])[CH:12]=1. The yield is 0.480.